From a dataset of Forward reaction prediction with 1.9M reactions from USPTO patents (1976-2016). Predict the product of the given reaction. (1) Given the reactants [O:1]1[CH2:6][CH2:5][CH:4]([C:7]([OH:9])=[O:8])[CH2:3][CH2:2]1.S(=O)(=O)(O)O.[CH3:15]O, predict the reaction product. The product is: [O:1]1[CH2:6][CH2:5][CH:4]([C:7]([O:9][CH3:15])=[O:8])[CH2:3][CH2:2]1. (2) Given the reactants [Cl:1][C:2]1[N:7]=[C:6](Cl)[C:5]([C:9]([NH:11][CH3:12])=[O:10])=[CH:4][N:3]=1.[NH2:13][C:14]1[CH:19]=[CH:18][CH:17]=[CH:16][C:15]=1[NH:20][C:21](=[O:24])[CH:22]=[CH2:23].CCN(C(C)C)C(C)C.CO, predict the reaction product. The product is: [C:21]([NH:20][C:15]1[CH:16]=[CH:17][CH:18]=[CH:19][C:14]=1[NH:13][C:6]1[C:5]([C:9]([NH:11][CH3:12])=[O:10])=[CH:4][N:3]=[C:2]([Cl:1])[N:7]=1)(=[O:24])[CH:22]=[CH2:23]. (3) The product is: [CH:20]1([C:16]2[NH:15][C:14]([I:13])=[CH:18][N:17]=2)[CH2:22][CH2:21]1. Given the reactants C1(C2NC=CN=2)CC1.II.[OH-].[Na+].[I:13][C:14]1[N:15]=[C:16]([CH:20]2[CH2:22][CH2:21]2)[NH:17][C:18]=1I.S([O-])([O-])=O.[Na+].[Na+], predict the reaction product. (4) Given the reactants [C:1]([O:5][C:6]([N:8]1[CH2:13][CH2:12][O:11][C@@H:10]([CH2:14][C:15]2[N:19]3[CH:20]=[CH:21][C:22]([CH3:24])=[CH:23][C:18]3=[N:17][C:16]=2[C:25]2[C:30]([F:31])=[CH:29][C:28]([C:32](=[O:35])[NH:33][CH3:34])=[CH:27][C:26]=2[F:36])[CH2:9]1)=[O:7])(C)(C)C.Cl.C(N(CC)C(C)C)(C)C.ClC(OC)=O, predict the reaction product. The product is: [CH3:1][O:5][C:6]([N:8]1[CH2:13][CH2:12][O:11][C@@H:10]([CH2:14][C:15]2[N:19]3[CH:20]=[CH:21][C:22]([CH3:24])=[CH:23][C:18]3=[N:17][C:16]=2[C:25]2[C:26]([F:36])=[CH:27][C:28]([C:32](=[O:35])[NH:33][CH3:34])=[CH:29][C:30]=2[F:31])[CH2:9]1)=[O:7]. (5) Given the reactants [F:1][C:2]1[CH:10]=[CH:9][C:5]([C:6]([OH:8])=[O:7])=[C:4]([O:11][CH3:12])[CH:3]=1.[Br:13]Br.O, predict the reaction product. The product is: [Br:13][C:10]1[C:2]([F:1])=[CH:3][C:4]([O:11][CH3:12])=[C:5]([CH:9]=1)[C:6]([OH:8])=[O:7].